Dataset: Catalyst prediction with 721,799 reactions and 888 catalyst types from USPTO. Task: Predict which catalyst facilitates the given reaction. (1) Reactant: [OH:1][C@@H:2]1[CH2:6][C@H:5]([OH:7])[C@H:4]([CH2:8]/[CH:9]=[CH:10]\[CH2:11][CH2:12][CH2:13][C:14](O)=[O:15])[C@H:3]1[CH:17]=[CH:18][C@H:19]([OH:28])[CH2:20][CH2:21][C:22]1[CH:27]=[CH:26][CH:25]=[CH:24][CH:23]=1.C(N(CC)CC)C.ClC(OCC)=O.[CH2:42]([NH2:44])[CH3:43]. Product: [CH3:43][CH2:42][NH:44][C:14]([CH2:13][CH2:12][CH2:11]/[CH:10]=[CH:9]\[CH2:8][C@@H:4]1[C@@H:3](/[CH:17]=[CH:18]/[C@@H:19]([OH:28])[CH2:20][CH2:21][C:22]2[CH:27]=[CH:26][CH:25]=[CH:24][CH:23]=2)[C@H:2]([OH:1])[CH2:6][C@@H:5]1[OH:7])=[O:15]. The catalyst class is: 2. (2) Reactant: [CH2:1]([N:3]1[C:15]2[CH:14]=[CH:13][C:12]([NH2:16])=[CH:11][C:10]=2[C:9]2[C:4]1=[CH:5][CH:6]=[CH:7][CH:8]=2)[CH3:2].[C:17]([C:19]1[CH:24]=[CH:23][CH:22]=[CH:21][C:20]=1[NH:25][C:26](=[O:34])[CH2:27][CH:28]([CH3:33])[CH2:29][C:30](O)=[O:31])#[N:18].C1C=CC2N(O)N=NC=2C=1.CCN=C=NCCCN(C)C.C(=O)([O-])O.[Na+]. Product: [C:17]([C:19]1[CH:24]=[CH:23][CH:22]=[CH:21][C:20]=1[NH:25][C:26](=[O:34])[CH2:27][CH:28]([CH3:33])[CH2:29][C:30]([NH:16][C:12]1[CH:13]=[CH:14][C:15]2[N:3]([CH2:1][CH3:2])[C:4]3[C:9]([C:10]=2[CH:11]=1)=[CH:8][CH:7]=[CH:6][CH:5]=3)=[O:31])#[N:18]. The catalyst class is: 39. (3) Reactant: F[C:2](F)(F)[C:3](O)=[O:4].[NH2:8][CH2:9][CH:10]1[O:14][C:13](=[O:15])[N:12]([C:16]2[CH:21]=[CH:20][C:19]([C:22]3[S:23][CH:24]([CH3:29])[C:25](=[O:28])[NH:26][N:27]=3)=[C:18]([F:30])[CH:17]=2)[CH2:11]1.C(OC(=O)C)(=O)C. Product: [F:30][C:18]1[CH:17]=[C:16]([N:12]2[CH2:11][C@H:10]([CH2:9][NH:8][C:3](=[O:4])[CH3:2])[O:14][C:13]2=[O:15])[CH:21]=[CH:20][C:19]=1[C:22]1[S:23][C@@H:24]([CH3:29])[C:25](=[O:28])[NH:26][N:27]=1. The catalyst class is: 17. (4) Reactant: [C:1]([O:5][C:6]([N:8]1[CH2:13][CH:12]=[CH:11][CH2:10][CH:9]1B1OC(C)(C)C(C)(C)O1)=[O:7])([CH3:4])([CH3:3])[CH3:2].Br[C:24]1[CH:29]=[CH:28][C:27]([C:30]2[O:34][C:33]([NH:35][C:36]3[CH:41]=[CH:40][CH:39]=[C:38]([Cl:42])[CH:37]=3)=[N:32][CH:31]=2)=[CH:26][CH:25]=1.C([O-])([O-])=O.[Na+].[Na+]. Product: [C:1]([O:5][C:6]([N:8]1[CH2:13][CH:12]=[C:11]([C:24]2[CH:25]=[CH:26][C:27]([C:30]3[O:34][C:33]([NH:35][C:36]4[CH:41]=[CH:40][CH:39]=[C:38]([Cl:42])[CH:37]=4)=[N:32][CH:31]=3)=[CH:28][CH:29]=2)[CH2:10][CH2:9]1)=[O:7])([CH3:2])([CH3:3])[CH3:4]. The catalyst class is: 57. (5) Reactant: [F:1][C:2]1[CH:7]=[CH:6][CH:5]=[C:4]([F:8])[C:3]=1[C:9]1[S:10][C:11]([NH:41]C(=O)OC(C)(C)C)=[C:12]([C:14](=[O:40])[NH:15][C:16]2[CH:17]=[N:18][N:19]([CH3:39])[C:20]=2[N:21]2[CH2:27][CH2:26][CH:25]([O:28]CC3C=CC(OC)=CC=3)[CH:24]([OH:38])[CH2:23][CH2:22]2)[N:13]=1.[H][H].C(O)(C(F)(F)F)=O. Product: [NH2:41][C:11]1[S:10][C:9]([C:3]2[C:2]([F:1])=[CH:7][CH:6]=[CH:5][C:4]=2[F:8])=[N:13][C:12]=1[C:14]([NH:15][C:16]1[CH:17]=[N:18][N:19]([CH3:39])[C:20]=1[N:21]1[CH2:22][CH2:23][C@@H:24]([OH:38])[C@H:25]([OH:28])[CH2:26][CH2:27]1)=[O:40]. The catalyst class is: 687. (6) Reactant: [Br:1][C:2]1[CH:7]=[CH:6][C:5]([CH2:8]O)=[CH:4][C:3]=1[CH3:10].C1C=CC(P(C2C=CC=CC=2)C2C=CC=CC=2)=CC=1.C(Br)(Br)(Br)[Br:31].O. Product: [Br:1][C:2]1[CH:7]=[CH:6][C:5]([CH2:8][Br:31])=[CH:4][C:3]=1[CH3:10]. The catalyst class is: 4. (7) Reactant: C(Cl)(=O)C(Cl)=O.CS(C)=O.[Cl:11][C:12]1[CH:19]=[C:18]([N:20]2[C@@H:26]([CH3:27])[C@H:25]([OH:28])[C:22]3([CH2:24][CH2:23]3)[C:21]2=[O:29])[CH:17]=[CH:16][C:13]=1[C:14]#[N:15].C(N(CC)CC)C. Product: [Cl:11][C:12]1[CH:19]=[C:18]([N:20]2[C@@H:26]([CH3:27])[C:25](=[O:28])[C:22]3([CH2:24][CH2:23]3)[C:21]2=[O:29])[CH:17]=[CH:16][C:13]=1[C:14]#[N:15]. The catalyst class is: 34. (8) Reactant: OC(C(F)(F)F)=O.[N:8]1([CH2:14][C:15]2[N:16]=[N:17][C:18]3[C:19](=[C:21]([NH2:26])[N:22]=[C:23]([NH2:25])[N:24]=3)[N:20]=2)[CH2:13][CH2:12][NH:11][CH2:10][CH2:9]1.Br[CH2:28][C:29]1[CH:38]=[CH:37][C:36]2[C:31](=[CH:32][CH:33]=[CH:34][CH:35]=2)[CH:30]=1.C(=O)([O-])[O-].[K+].[K+].CC#N.O. Product: [CH:30]1[C:31]2[C:36](=[CH:35][CH:34]=[CH:33][CH:32]=2)[CH:37]=[CH:38][C:29]=1[CH2:28][N:11]1[CH2:12][CH2:13][N:8]([CH2:14][C:15]2[N:16]=[N:17][C:18]3[C:19](=[C:21]([NH2:26])[N:22]=[C:23]([NH2:25])[N:24]=3)[N:20]=2)[CH2:9][CH2:10]1. The catalyst class is: 3. (9) Reactant: [NH2:1][C:2]1[CH:3]=[N:4][CH:5]=[C:6]([Br:8])[CH:7]=1.N1C=CC=CC=1.[C:15](OC(=O)C)(=[O:17])[CH3:16]. Product: [Br:8][C:6]1[CH:7]=[C:2]([NH:1][C:15](=[O:17])[CH3:16])[CH:3]=[N:4][CH:5]=1. The catalyst class is: 2.